The task is: Regression. Given two drug SMILES strings and cell line genomic features, predict the synergy score measuring deviation from expected non-interaction effect.. This data is from NCI-60 drug combinations with 297,098 pairs across 59 cell lines. (1) Drug 1: C(CN)CNCCSP(=O)(O)O. Drug 2: CC1CCCC2(C(O2)CC(NC(=O)CC(C(C(=O)C(C1O)C)(C)C)O)C(=CC3=CSC(=N3)C)C)C. Cell line: OVCAR-8. Synergy scores: CSS=44.3, Synergy_ZIP=2.20, Synergy_Bliss=0.683, Synergy_Loewe=-4.18, Synergy_HSA=1.17. (2) Drug 1: CC1OCC2C(O1)C(C(C(O2)OC3C4COC(=O)C4C(C5=CC6=C(C=C35)OCO6)C7=CC(=C(C(=C7)OC)O)OC)O)O. Drug 2: CC1CC(C(C(C=C(C(C(C=CC=C(C(=O)NC2=CC(=O)C(=C(C1)C2=O)OC)C)OC)OC(=O)N)C)C)O)OC. Cell line: NCIH23. Synergy scores: CSS=78.0, Synergy_ZIP=-1.31, Synergy_Bliss=-2.91, Synergy_Loewe=-0.814, Synergy_HSA=2.48.